This data is from NCI-60 drug combinations with 297,098 pairs across 59 cell lines. The task is: Regression. Given two drug SMILES strings and cell line genomic features, predict the synergy score measuring deviation from expected non-interaction effect. (1) Drug 1: CC12CCC3C(C1CCC2=O)CC(=C)C4=CC(=O)C=CC34C. Drug 2: CN(CCCl)CCCl.Cl. Cell line: SN12C. Synergy scores: CSS=36.9, Synergy_ZIP=-3.95, Synergy_Bliss=3.16, Synergy_Loewe=-2.30, Synergy_HSA=4.81. (2) Drug 1: CC1=C2C(C(=O)C3(C(CC4C(C3C(C(C2(C)C)(CC1OC(=O)C(C(C5=CC=CC=C5)NC(=O)OC(C)(C)C)O)O)OC(=O)C6=CC=CC=C6)(CO4)OC(=O)C)O)C)O. Drug 2: CC1CCC2CC(C(=CC=CC=CC(CC(C(=O)C(C(C(=CC(C(=O)CC(OC(=O)C3CCCCN3C(=O)C(=O)C1(O2)O)C(C)CC4CCC(C(C4)OC)OCCO)C)C)O)OC)C)C)C)OC. Cell line: NCI-H460. Synergy scores: CSS=21.2, Synergy_ZIP=8.38, Synergy_Bliss=9.95, Synergy_Loewe=7.37, Synergy_HSA=10.3.